This data is from Catalyst prediction with 721,799 reactions and 888 catalyst types from USPTO. The task is: Predict which catalyst facilitates the given reaction. Reactant: [CH3:1][C:2]1[CH:7]=[C:6]([CH3:8])[N:5]=[C:4]([N:9]2[CH2:14][CH2:13][N:12]([C:15]3[CH:20]=[CH:19][C:18]([NH2:21])=[CH:17][CH:16]=3)[CH2:11][CH2:10]2)[CH:3]=1.C(N(CC)CC)C.[CH:29]1([C:34]2[CH:35]=[C:36]3[N:41]([C:42]=2[C:43](=[O:47])[C:44](Cl)=[O:45])[CH2:40][CH2:39][CH2:38][CH2:37]3)[CH2:33][CH2:32][CH2:31][CH2:30]1. Product: [CH:29]1([C:34]2[CH:35]=[C:36]3[N:41]([C:42]=2[C:43](=[O:47])[C:44]([NH:21][C:18]2[CH:19]=[CH:20][C:15]([N:12]4[CH2:13][CH2:14][N:9]([C:4]5[CH:3]=[C:2]([CH3:1])[CH:7]=[C:6]([CH3:8])[N:5]=5)[CH2:10][CH2:11]4)=[CH:16][CH:17]=2)=[O:45])[CH2:40][CH2:39][CH2:38][CH2:37]3)[CH2:33][CH2:32][CH2:31][CH2:30]1. The catalyst class is: 1.